Predict the reactants needed to synthesize the given product. From a dataset of Full USPTO retrosynthesis dataset with 1.9M reactions from patents (1976-2016). Given the product [C:18]([O-:21])(=[O:20])[CH2:19][C@:8]([CH2:10][CH2:12][OH:13])([CH3:7])[OH:9].[CH2:1]=[CH:2][C:3](=[CH2:4])[CH3:5], predict the reactants needed to synthesize it. The reactants are: [CH2:1]=[CH:2][C:3](=[CH2:5])[CH3:4].O=[CH:7][C@@H:8]([C@H:10]([C@@H:12]([C@@H](CO)O)[OH:13])O)[OH:9].[C:18]([O-:21])(=[O:20])[CH3:19].